This data is from Forward reaction prediction with 1.9M reactions from USPTO patents (1976-2016). The task is: Predict the product of the given reaction. (1) Given the reactants [C:1]([C:3]1[CH:4]=[C:5]2[C:10](=[CH:11][CH:12]=1)[N:9]=[CH:8][NH:7][C:6]2=[O:13])#[N:2].[Cl-].[NH4+].[N-:16]=[N+:17]=[N-:18].[Na+], predict the reaction product. The product is: [NH:16]1[C:1]([C:3]2[CH:4]=[C:5]3[C:10](=[CH:11][CH:12]=2)[N:9]=[CH:8][NH:7][C:6]3=[O:13])=[N:2][N:18]=[N:17]1. (2) Given the reactants [Br:1][C:2]1[C:11]([O:12]C)=[C:10]2[C:5]([CH:6]=[N:7][C:8]([NH:14][CH3:15])=[N:9]2)=[C:4]([C:16]2[CH:21]=[CH:20][CH:19]=[C:18]([Cl:22])[CH:17]=2)[CH:3]=1.C[S-].[Na+].[Cl-].[NH4+], predict the reaction product. The product is: [Br:1][C:2]1[C:11]([OH:12])=[C:10]2[C:5]([CH:6]=[N:7][C:8]([NH:14][CH3:15])=[N:9]2)=[C:4]([C:16]2[CH:21]=[CH:20][CH:19]=[C:18]([Cl:22])[CH:17]=2)[CH:3]=1.